The task is: Predict the reaction yield, written as a fraction of the theoretical maximum amount of product (1.0 means a 100% yield; for example, 0.34 means a 34% yield).. This data is from Reaction yield outcomes from USPTO patents with 853,638 reactions. The reactants are [CH2:1]([C@@H:5]1[NH:10][CH2:9][C@H:8]([CH2:11][CH:12]([CH3:14])[CH3:13])[NH:7][C:6]1=[O:15])[CH:2]([CH3:4])[CH3:3].[CH3:16][O:17][C:18]([C:20]1[CH:25]=[CH:24][C:23](/[CH:26]=[CH:27]/[C:28](O)=[O:29])=[CH:22][CH:21]=1)=[O:19].C([C@@H]1N(C([C@@H]2C[C@H]2C2C=CC=CC=2)=O)C[C@H](CC(C)C)NC1=O)C(C)C. No catalyst specified. The product is [CH2:1]([C@H:5]1[C:6](=[O:15])[NH:7][C@@H:8]([CH2:11][CH:12]([CH3:14])[CH3:13])[CH2:9][N:10]1[C:28](=[O:29])/[CH:27]=[CH:26]/[C:23]1[CH:24]=[CH:25][C:20]([C:18]([O:17][CH3:16])=[O:19])=[CH:21][CH:22]=1)[CH:2]([CH3:4])[CH3:3]. The yield is 0.900.